This data is from Forward reaction prediction with 1.9M reactions from USPTO patents (1976-2016). The task is: Predict the product of the given reaction. (1) Given the reactants C(O[C:6](=O)[N:7]([C:9]1[CH:14]=[C:13]([CH3:15])[C:12]([CH2:16][CH2:17][S:18]([N:21]2[CH2:40][CH2:39][C:24]3([N:28]=[C:27]([CH:29]4[CH2:34][CH2:33][C:32](=[C:35]([CH3:37])[CH3:36])[CH2:31][CH2:30]4)[NH:26][C:25]3=[O:38])[CH2:23][CH2:22]2)(=[O:20])=[O:19])=[C:11]([CH3:41])[CH:10]=1)C)(C)(C)C.B(F)(F)F.CCOCC, predict the reaction product. The product is: [CH3:15][C:13]1[CH:14]=[C:9]([NH:7][CH3:6])[CH:10]=[C:11]([CH3:41])[C:12]=1[CH2:16][CH2:17][S:18]([N:21]1[CH2:22][CH2:23][C:24]2([N:28]=[C:27]([CH:29]3[CH2:34][CH2:33][C:32](=[C:35]([CH3:37])[CH3:36])[CH2:31][CH2:30]3)[NH:26][C:25]2=[O:38])[CH2:39][CH2:40]1)(=[O:19])=[O:20]. (2) Given the reactants C([Li])CCC.[CH2:6]([NH:13][Si](C)(C)C)[C:7]1[CH:12]=[CH:11][CH:10]=[CH:9][CH:8]=1.CO[C@H](C1C=CC=CC=1)[C@H](OC)C1C=CC=CC=1.[C:36]([O:46][C:47]([CH3:50])([CH3:49])[CH3:48])(=[O:45])[CH:37]=[CH:38][C:39]1[CH:44]=[CH:43][CH:42]=[CH:41][CH:40]=1.Cl[Si](C)(C)C, predict the reaction product. The product is: [CH2:6]([NH:13][CH:38]([C:39]1[CH:40]=[CH:41][CH:42]=[CH:43][CH:44]=1)[CH2:37][C:36]([O:46][C:47]([CH3:50])([CH3:49])[CH3:48])=[O:45])[C:7]1[CH:12]=[CH:11][CH:10]=[CH:9][CH:8]=1. (3) Given the reactants C[O:2][C:3](=[O:21])[C:4]1[CH:9]=[CH:8][CH:7]=[CH:6][C:5]=1[NH:10][C:11](=[O:20])[C:12]1[CH:17]=[CH:16][C:15](Br)=[C:14]([CH3:19])[CH:13]=1.[C:22]1([OH:28])[CH:27]=[CH:26][CH:25]=[CH:24][CH:23]=1, predict the reaction product. The product is: [CH3:19][C:14]1[CH:13]=[C:12]([CH:17]=[CH:16][C:15]=1[O:28][C:22]1[CH:27]=[CH:26][CH:25]=[CH:24][CH:23]=1)[C:11]([NH:10][C:5]1[CH:6]=[CH:7][CH:8]=[CH:9][C:4]=1[C:3]([OH:2])=[O:21])=[O:20]. (4) Given the reactants CON(C)[C:4]([C:6]1[N:7]=[CH:8][N:9]([C:11]2[CH:12]=[C:13]([C:17]3[CH:22]=[CH:21][CH:20]=[CH:19][C:18]=3[C:23]#[N:24])[CH:14]=[CH:15][CH:16]=2)[CH:10]=1)=[O:5].Br[C:27]1[C:32]([CH3:33])=[CH:31][CH:30]=[CH:29][N:28]=1, predict the reaction product. The product is: [CH3:33][C:32]1[C:27]([C:4]([C:6]2[N:7]=[CH:8][N:9]([C:11]3[CH:12]=[C:13]([C:17]4[C:18]([C:23]#[N:24])=[CH:19][CH:20]=[CH:21][CH:22]=4)[CH:14]=[CH:15][CH:16]=3)[CH:10]=2)=[O:5])=[N:28][CH:29]=[CH:30][CH:31]=1. (5) Given the reactants [ClH:1].[NH:2]1[C:10]2[C:5](=[CH:6][C:7]([C:11]#[N:12])=[CH:8][CH:9]=2)[CH:4]=[N:3]1.Cl.C([O:16][CH2:17][CH3:18])C.[CH2:19]([O:21][C:22]([C:24]1[CH:25]=[C:26]2[C:30](=[CH:31][CH:32]=1)[NH:29][N:28]=[CH:27]2)=[NH:23])[CH3:20], predict the reaction product. The product is: [ClH:1].[CH2:19]([O:21][C:22]([C:24]1[CH:25]=[C:26]2[C:30](=[CH:31][CH:32]=1)[NH:29][N:28]=[CH:27]2)=[NH:23])[CH3:20].[NH:2]1[C:10]2[C:5](=[CH:6][C:7]([C:11]3[O:21][C:22]4[CH:18]=[C:17]([OH:16])[CH:31]=[CH:32][C:24]=4[N:12]=3)=[CH:8][CH:9]=2)[CH:4]=[N:3]1. (6) Given the reactants [CH3:1][C:2]1[N:3]=[C:4]2[CH:12]=[CH:11][CH:10]=[C:9]3[N:5]2[C:6]=1[C:7](=[O:27])[N:8]3[CH2:13][CH2:14][CH2:15][CH2:16][CH2:17][CH2:18][NH:19][S:20]([C:23]([F:26])([F:25])[F:24])(=[O:22])=[O:21].[ClH:28], predict the reaction product. The product is: [ClH:28].[CH3:1][C:2]1[N:3]=[C:4]2[CH:12]=[CH:11][CH:10]=[C:9]3[N:5]2[C:6]=1[C:7](=[O:27])[N:8]3[CH2:13][CH2:14][CH2:15][CH2:16][CH2:17][CH2:18][NH:19][S:20]([C:23]([F:25])([F:24])[F:26])(=[O:22])=[O:21]. (7) Given the reactants [NH2:1][C:2]1[CH:3]=[CH:4][C:5]([CH3:18])=[C:6]([NH:8][C:9]([NH:11][C:12]2[CH:17]=[CH:16][CH:15]=[CH:14][CH:13]=2)=[O:10])[CH:7]=1.NC1C=C(N[C:28](=[O:34])[O:29][C:30]([CH3:33])([CH3:32])[CH3:31])C=CC=1C.C1(N=C=O)C=CC=CC=1, predict the reaction product. The product is: [CH3:18][C:5]1[CH:4]=[CH:3][C:2]([NH:1][C:28](=[O:34])[O:29][C:30]([CH3:33])([CH3:32])[CH3:31])=[CH:7][C:6]=1[NH:8][C:9]([NH:11][C:12]1[CH:13]=[CH:14][CH:15]=[CH:16][CH:17]=1)=[O:10]. (8) Given the reactants ClC(Cl)(Cl)[C:3]1[O:7][N:6]=[C:5]([C:8]([O:10][CH2:11][CH3:12])=[O:9])[N:4]=1.Cl.[CH3:16][NH:17][CH3:18].CCN(C(C)C)C(C)C, predict the reaction product. The product is: [CH3:16][N:17]([CH3:18])[C:3]1[O:7][N:6]=[C:5]([C:8]([O:10][CH2:11][CH3:12])=[O:9])[N:4]=1. (9) Given the reactants [NH2:1][C:2]1[CH:3]=[C:4]([CH:14]=[CH:15][C:16]=1[NH:17][C:18]([O:20][C:21]([CH3:24])([CH3:23])[CH3:22])=[O:19])[O:5][CH2:6][CH2:7][CH2:8][C:9]([O:11][CH2:12][CH3:13])=[O:10].[Cl:25][C:26]1[CH:33]=[C:32]([Cl:34])[CH:31]=[CH:30][C:27]=1[CH2:28]Cl.C([O-])([O-])=O.[K+].[K+].[Na+].[I-].[NH4+].[Cl-], predict the reaction product. The product is: [C:21]([O:20][C:18]([NH:17][C:16]1[CH:15]=[CH:14][C:4]([O:5][CH2:6][CH2:7][CH2:8][C:9]([O:11][CH2:12][CH3:13])=[O:10])=[CH:3][C:2]=1[NH:1][CH2:28][C:27]1[CH:30]=[CH:31][C:32]([Cl:34])=[CH:33][C:26]=1[Cl:25])=[O:19])([CH3:23])([CH3:22])[CH3:24]. (10) Given the reactants [NH2:1][CH2:2][CH2:3][CH2:4][NH:5][C:6]([C:8]1[CH:12]=[C:11]([C:13]2[CH:18]=[C:17]([O:19][C:20]3[CH:25]=[CH:24][C:23]([NH:26][C:27]([NH:29][C:30]4[CH:35]=[C:34]([CH3:36])[CH:33]=[CH:32][C:31]=4[F:37])=[O:28])=[CH:22][CH:21]=3)[CH:16]=[CH:15][N:14]=2)[NH:10][CH:9]=1)=[O:7].C(N(CC)C(C)C)(C)C.Br[CH2:48][C:49]([O:51][CH3:52])=[O:50].O, predict the reaction product. The product is: [F:37][C:31]1[CH:32]=[CH:33][C:34]([CH3:36])=[CH:35][C:30]=1[NH:29][C:27]([NH:26][C:23]1[CH:22]=[CH:21][C:20]([O:19][C:17]2[CH:16]=[CH:15][N:14]=[C:13]([C:11]3[NH:10][CH:9]=[C:8]([C:6]([NH:5][CH2:4][CH2:3][CH2:2][NH:1][CH2:48][C:49]([O:51][CH3:52])=[O:50])=[O:7])[CH:12]=3)[CH:18]=2)=[CH:25][CH:24]=1)=[O:28].